From a dataset of Peptide-MHC class I binding affinity with 185,985 pairs from IEDB/IMGT. Regression. Given a peptide amino acid sequence and an MHC pseudo amino acid sequence, predict their binding affinity value. This is MHC class I binding data. (1) The peptide sequence is DLKRIGASL. The MHC is HLA-A02:16 with pseudo-sequence HLA-A02:16. The binding affinity (normalized) is 0.0847. (2) The peptide sequence is VSILASSLLK. The MHC is HLA-A03:01 with pseudo-sequence HLA-A03:01. The binding affinity (normalized) is 0.797. (3) The peptide sequence is LYPTFYCLF. The MHC is BoLA-AW10 with pseudo-sequence BoLA-AW10. The binding affinity (normalized) is 0.0641. (4) The peptide sequence is IITASILLWY. The MHC is HLA-A01:01 with pseudo-sequence HLA-A01:01. The binding affinity (normalized) is 0.581.